This data is from Full USPTO retrosynthesis dataset with 1.9M reactions from patents (1976-2016). The task is: Predict the reactants needed to synthesize the given product. Given the product [F:1][C:2]1[CH:3]=[CH:4][C:5]([C:8](=[O:15])[CH:9]([CH2:19][C:20]2[CH:25]=[CH:24][CH:23]=[C:22]([O:26][C:27]3[CH:32]=[CH:31][CH:30]=[CH:29][CH:28]=3)[CH:21]=2)[C:10]([O:12][CH2:13][CH3:14])=[O:11])=[CH:6][CH:7]=1, predict the reactants needed to synthesize it. The reactants are: [F:1][C:2]1[CH:7]=[CH:6][C:5]([C:8](=[O:15])[CH2:9][C:10]([O:12][CH2:13][CH3:14])=[O:11])=[CH:4][CH:3]=1.[H-].[Na+].Cl[CH2:19][C:20]1[CH:25]=[CH:24][CH:23]=[C:22]([O:26][C:27]2[CH:32]=[CH:31][CH:30]=[CH:29][CH:28]=2)[CH:21]=1.O.